The task is: Predict the reactants needed to synthesize the given product.. This data is from Full USPTO retrosynthesis dataset with 1.9M reactions from patents (1976-2016). (1) Given the product [CH2:3]([C:9]1([OH:15])[CH2:10][C:11]([CH3:14])([CH3:13])[CH2:12][C:7]([CH3:16])([CH3:6])[CH2:8]1)[CH:2]=[CH2:1], predict the reactants needed to synthesize it. The reactants are: [CH2:1]([Mg]Br)[CH:2]=[CH2:3].[CH3:6][C:7]1([CH3:16])[CH2:12][C:11]([CH3:14])([CH3:13])[CH2:10][C:9](=[O:15])[CH2:8]1.[NH4+].[Cl-]. (2) The reactants are: C(O[C:6](=O)[N:7]([CH2:9][CH2:10][N:11]1[CH2:16][C:15]([CH3:18])([CH3:17])[N:14]([CH2:19][C:20]2[CH:25]=[C:24]([C:26]3[CH:31]=[CH:30][C:29]([O:32]COC)=[CH:28][CH:27]=3)[N:23]=[C:22]3[N:36](C4CCCCO4)[N:37]=[C:38]([CH3:39])[C:21]=23)[CH2:13][C:12]1([CH3:47])[CH3:46])C)(C)(C)C.Cl. Given the product [CH3:39][C:38]1[C:21]2[C:22](=[N:23][C:24]([C:26]3[CH:31]=[CH:30][C:29]([OH:32])=[CH:28][CH:27]=3)=[CH:25][C:20]=2[CH2:19][N:14]2[CH2:13][C:12]([CH3:46])([CH3:47])[N:11]([CH2:10][CH2:9][NH:7][CH3:6])[CH2:16][C:15]2([CH3:18])[CH3:17])[NH:36][N:37]=1, predict the reactants needed to synthesize it. (3) Given the product [C:7]([C:5]1[CH:4]=[N:3][N:2]([O:1][C:12](=[O:13])[N:11]([CH3:10])[C:15]2[CH:20]=[CH:19][CH:18]=[CH:17][CH:16]=2)[CH:6]=1)(=[O:9])[CH3:8], predict the reactants needed to synthesize it. The reactants are: [OH:1][N:2]1[CH:6]=[C:5]([C:7](=[O:9])[CH3:8])[CH:4]=[N:3]1.[CH3:10][N:11]([C:15]1[CH:20]=[CH:19][CH:18]=[CH:17][CH:16]=1)[C:12](Cl)=[O:13]. (4) Given the product [NH2:1][C:2]1[N:3]=[CH:4][C:5]([C:8]2[N:9]=[C:10]([N:26]3[CH2:31][CH2:30][O:29][CH2:28][CH2:27]3)[C:11]3[S:16][C:15]([C:17]4[CH:18]=[C:19]([CH:23]=[CH:24][CH:25]=4)[C:20]([NH:35][CH2:34][CH2:32][OH:33])=[O:22])=[CH:14][C:12]=3[N:13]=2)=[CH:6][N:7]=1, predict the reactants needed to synthesize it. The reactants are: [NH2:1][C:2]1[N:7]=[CH:6][C:5]([C:8]2[N:9]=[C:10]([N:26]3[CH2:31][CH2:30][O:29][CH2:28][CH2:27]3)[C:11]3[S:16][C:15]([C:17]4[CH:18]=[C:19]([CH:23]=[CH:24][CH:25]=4)[C:20]([OH:22])=O)=[CH:14][C:12]=3[N:13]=2)=[CH:4][N:3]=1.[CH2:32]([CH2:34][NH2:35])[OH:33].